This data is from Experimentally validated miRNA-target interactions with 360,000+ pairs, plus equal number of negative samples. The task is: Binary Classification. Given a miRNA mature sequence and a target amino acid sequence, predict their likelihood of interaction. (1) The miRNA is hsa-miR-6825-5p with sequence UGGGGAGGUGUGGAGUCAGCAU. The protein sequence of the target gene is MAEASPHPGRYFCHCCSVEIVPRLPDYICPRCESGFIEELPEETRSTENGSAPSTAPTDQSRPPLEHVDQHLFTLPQGYGQFAFGIFDDSFEIPTFPPGAQADDGRDPESRRERDHPSRHRYGARQPRARLTTRRATGRHEGVPTLEGIIQQLVNGIITPATIPSLGPWGVLHSNPMDYAWGANGLDAIITQLLNQFENTGPPPADKEKIQALPTVPVTEEHVGSGLECPVCKDDYALGERVRQLPCNHLFHDGCIVPWLEQHDSCPVCRKSLTGQNTATNPPGLTGVSFSSSSSSSSSS.... Result: 1 (interaction). (2) Result: 0 (no interaction). The miRNA is hsa-miR-130a-3p with sequence CAGUGCAAUGUUAAAAGGGCAU. The protein sequence of the target gene is MDPNCSCTTGVSCACTGSCTCKECKCTSCKKSCCSCCPVGCAKCAHGCVCKGTLENCSCCA. (3) The miRNA is hsa-miR-4769-3p with sequence UCUGCCAUCCUCCCUCCCCUAC. The protein sequence of the target gene is MSRRYDSRTTIFSPEGRLYQVEYAMEAIGHAGTCLGILANDGVLLAAERRNIHKLLDEVFFSEKIYKLNEDMACSVAGITSDANVLTNELRLIAQRYLLQYQEPIPCEQLVTALCDIKQAYTQFGGKRPFGVSLLYIGWDKHYGFQLYQSDPSGNYGGWKATCIGNNSAAAVSMLKQDYKEGEMTLKSALALAVKVLNKTMDVSKLSAEKVEIATLTRESGKTVIRVLKQKEVEQLIKKHEEEEAKAEREKKEKEQREKDK. Result: 0 (no interaction). (4) The miRNA is hsa-miR-200b-3p with sequence UAAUACUGCCUGGUAAUGAUGA. The protein sequence of the target gene is MASARKASRPMRDVFGDFSDVSLEDSTMEEIRNFQISRNLTKIAPGHSRFLKRNQTLDEKHLLLKENPVLGSGPRLASCRPPTTASRIRANAALMKLAQLETRIMNRKLQRNLSDTESDSMTADAGLPKRADRILSGGALELASQNTDKTSQNQARELPVTENNAQNAKVSRFLKKKQAPVENISPEAPAGKERTLQTPKQKEPARTFDSPDSDEEEMKVLLGSLMDSSREKNTNQGFSSANVSEEEERKLFSVPSQLRAFTVPSVELSSAKPSQTSHLPTSLAADRTLHSTRSRADYPQ.... Result: 0 (no interaction). (5) The miRNA is hsa-miR-181b-3p with sequence CUCACUGAACAAUGAAUGCAA. The protein sequence of the target gene is MRFRNRFQRFMNHRAPANGRYKPTCYEHAANCYTHAFLIVPAIVGSALLHRLSDDCWEKITAWIYGMGLCALFIVSTVFHIVSWKKSHLRTVEHCFHMCDRMVIYFFIAASYAPWLNLRELGPLASHMRWFIWLMAAGGTIYVFLYHEKYKVVELFFYLTMGFSPALVVTSMNNTDGLQELACGGLIYCLGVVFFKSDGIIPFAHAIWHLFVATAAAVHYYAIWKYLYRSPTDFIRHL. Result: 0 (no interaction). (6) The miRNA is hsa-miR-4685-5p with sequence CCCAGGGCUUGGAGUGGGGCAAGGUU. The protein sequence of the target gene is MESTPFNRRQWTSLSLRVTAKELSLVNKNKSSAIVEIFSKYQKAAEEANMERKKNNPESLPQHFRRGTLSVLKKKWENPVAGAEFHTDSLPNSSSEGGHTADYPPAEVTDKPAPGVRADREEHTQPKPRFGSRPEAVIQSRYPRSENSHDFKAQATESQKMENCLGDSRHEAEKPETSENTETSGKIEKYNVPLNRLKMMFEKGEHNQTKSLWTQSRNAGGRRLSENNCSLDDWEIGAGHLSSSAFNSEKNESKRNLELPRLSETSIKDRMAKYQAAVSKQSSPASYTNELKTSESKTHK.... Result: 0 (no interaction).